Dataset: Full USPTO retrosynthesis dataset with 1.9M reactions from patents (1976-2016). Task: Predict the reactants needed to synthesize the given product. (1) Given the product [F:65][C:66]([F:71])([F:70])[C:67]([OH:69])=[O:68].[C:7]1([OH:8])[CH:6]=[CH:5][CH:4]=[CH:3][CH:2]=1, predict the reactants needed to synthesize it. The reactants are: Cl[C:2]1[CH:3]=[C:4](C2[C:4]3[C:5](F)=[CH:6][C:7]([OH:8])=[C:2](F)[C:3]=3C3C(C)=NN(C(C)(C)C)C=3N=2)[CH:5]=[CH:6][C:7]=1[O:8]CC1C=CC=CC=1.C(=O)([O-])[O-].[K+].[K+].CS(OCC1CCN(C(OC(C)(C)C)=O)CC1)(=O)=O.C=O.Cl.[F:65][C:66]([F:71])([F:70])[C:67]([OH:69])=[O:68]. (2) Given the product [CH2:1]([N:8]1[CH2:14][CH2:13][CH2:12][N:11]([C:15]([C:17]2[CH:18]([C:19]3[CH:31]=[CH:30][CH:29]=[C:21]([C:22]([OH:24])=[O:23])[CH:20]=3)[C:37]([C:38]([O:40][CH2:41][CH2:42][CH:43]([C:50]3[CH:55]=[CH:54][CH:53]=[CH:52][CH:51]=3)[C:44]3[CH:49]=[CH:48][CH:47]=[CH:46][CH:45]=3)=[O:39])=[C:36]([CH3:56])[NH:35][C:32]=2[CH3:33])=[O:16])[CH2:10][CH2:9]1)[C:2]1[CH:7]=[CH:6][CH:5]=[CH:4][CH:3]=1, predict the reactants needed to synthesize it. The reactants are: [CH2:1]([N:8]1[CH2:14][CH2:13][CH2:12][N:11]([C:15]([C:17]([C:32](=O)[CH3:33])=[CH:18][C:19]2[CH:20]=[C:21]([CH:29]=[CH:30][CH:31]=2)[C:22]([O:24]CCC#N)=[O:23])=[O:16])[CH2:10][CH2:9]1)[C:2]1[CH:7]=[CH:6][CH:5]=[CH:4][CH:3]=1.[NH2:35]/[C:36](/[CH3:56])=[CH:37]\[C:38]([O:40][CH2:41][CH2:42][CH:43]([C:50]1[CH:55]=[CH:54][CH:53]=[CH:52][CH:51]=1)[C:44]1[CH:49]=[CH:48][CH:47]=[CH:46][CH:45]=1)=[O:39].